From a dataset of Forward reaction prediction with 1.9M reactions from USPTO patents (1976-2016). Predict the product of the given reaction. (1) Given the reactants [C:1]([NH:4][C:5]([CH2:16][CH2:17][C:18]1[CH:23]=[CH:22][C:21]([O:24][C:25]2[CH:30]=[CH:29][C:28]([C:31](=O)[CH2:32][O:33][C:34](=O)[CH:35]([CH3:37])[CH3:36])=[CH:27][CH:26]=2)=[CH:20][CH:19]=1)([C:11]([O:13][CH2:14][CH3:15])=[O:12])[C:6]([O:8][CH2:9][CH3:10])=[O:7])(=[O:3])[CH3:2].C([NH2:43])(=O)C.B(F)(F)F.CCOCC, predict the reaction product. The product is: [C:1]([NH:4][C:5]([CH2:16][CH2:17][C:18]1[CH:23]=[CH:22][C:21]([O:24][C:25]2[CH:30]=[CH:29][C:28]([C:31]3[N:43]=[C:34]([CH:35]([CH3:37])[CH3:36])[O:33][CH:32]=3)=[CH:27][CH:26]=2)=[CH:20][CH:19]=1)([C:6]([O:8][CH2:9][CH3:10])=[O:7])[C:11]([O:13][CH2:14][CH3:15])=[O:12])(=[O:3])[CH3:2]. (2) Given the reactants C[O:2][C:3]([C:5]1[CH:10]=[C:9]([CH3:11])[N:8]=[C:7]([N:12]2[CH2:17][CH2:16][CH:15]([C:18]3[CH:23]=[CH:22][CH:21]=[CH:20][CH:19]=3)[CH2:14][CH2:13]2)[N:6]=1)=[O:4].CO.[OH-].[Li+], predict the reaction product. The product is: [CH3:11][C:9]1[N:8]=[C:7]([N:12]2[CH2:17][CH2:16][CH:15]([C:18]3[CH:23]=[CH:22][CH:21]=[CH:20][CH:19]=3)[CH2:14][CH2:13]2)[N:6]=[C:5]([C:3]([OH:4])=[O:2])[CH:10]=1.